From a dataset of Reaction yield outcomes from USPTO patents with 853,638 reactions. Predict the reaction yield, written as a fraction of the theoretical maximum amount of product (1.0 means a 100% yield; for example, 0.34 means a 34% yield). (1) The reactants are [CH:1]([C:4]1[C:8]([CH2:9][CH2:10][CH2:11][OH:12])=[CH:7][N:6]([C:13]2[CH:18]=[CH:17][C:16]([C:19]([F:22])([F:21])[F:20])=[CH:15][N:14]=2)[N:5]=1)([CH3:3])[CH3:2].O[C:24]1[C:28]([CH2:29][CH2:30][C:31]([O:33]C)=[O:32])=[CH:27][N:26]([CH3:35])[N:25]=1.C(P(CCCC)CCCC)CCC.N(C(N1CCCCC1)=O)=NC(N1CCCCC1)=O. The catalyst is O1CCCC1. The product is [CH:1]([C:4]1[C:8]([CH2:9][CH2:10][CH2:11][O:12][C:24]2[C:28]([CH2:29][CH2:30][C:31]([OH:33])=[O:32])=[CH:27][N:26]([CH3:35])[N:25]=2)=[CH:7][N:6]([C:13]2[CH:18]=[CH:17][C:16]([C:19]([F:21])([F:20])[F:22])=[CH:15][N:14]=2)[N:5]=1)([CH3:3])[CH3:2]. The yield is 0.580. (2) The reactants are [OH:1][C:2]1[C:3]([CH2:15][CH:16]=[C:17]([CH3:20])[CH2:18][OH:19])=[C:4]([O:13][CH3:14])[C:5]([CH3:12])=[C:6]2[C:10]=1[C:9](=[O:11])[O:8][CH2:7]2.Br[CH2:22][P:23](=[O:32])([O:28][CH:29]([CH3:31])[CH3:30])[O:24][CH:25]([CH3:27])[CH3:26].CC(C)([O-])C.[Li+]. The catalyst is CN(C=O)C. The product is [CH:29]([O:28][P:23]([CH2:22][O:19][CH2:18][C:17]([CH3:20])=[CH:16][CH2:15][C:3]1[C:2]([OH:1])=[C:10]2[C:6](=[C:5]([CH3:12])[C:4]=1[O:13][CH3:14])[CH2:7][O:8][C:9]2=[O:11])(=[O:32])[O:24][CH:25]([CH3:27])[CH3:26])([CH3:31])[CH3:30]. The yield is 0.320.